From a dataset of Full USPTO retrosynthesis dataset with 1.9M reactions from patents (1976-2016). Predict the reactants needed to synthesize the given product. (1) Given the product [OH:41][C:13]([C:9]1[CH:10]=[CH:11][C:12]2[C:3]3[CH2:2][N:49]([CH3:48])[C:42](=[O:44])[C:4]=3[CH:5]=[CH:6][C:7]=2[CH:8]=1)([C:17]1[N:18]=[CH:19][N:20]([C:22]([C:23]2[CH:24]=[CH:25][CH:26]=[CH:27][CH:28]=2)([C:35]2[CH:40]=[CH:39][CH:38]=[CH:37][CH:36]=2)[C:29]2[CH:30]=[CH:31][CH:32]=[CH:33][CH:34]=2)[CH:21]=1)[CH:14]([CH3:15])[CH3:16], predict the reactants needed to synthesize it. The reactants are: Br[CH2:2][C:3]1[C:12]2[C:7](=[CH:8][C:9]([C:13]([OH:41])([C:17]3[N:18]=[CH:19][N:20]([C:22]([C:35]4[CH:40]=[CH:39][CH:38]=[CH:37][CH:36]=4)([C:29]4[CH:34]=[CH:33][CH:32]=[CH:31][CH:30]=4)[C:23]4[CH:28]=[CH:27][CH:26]=[CH:25][CH:24]=4)[CH:21]=3)[CH:14]([CH3:16])[CH3:15])=[CH:10][CH:11]=2)[CH:6]=[CH:5][C:4]=1[C:42]([O:44]C)=O.CO.[CH3:48][NH2:49]. (2) Given the product [CH3:1][CH:2]1[CH2:3][CH2:4][N:5]([C:8]([C:10]2[N:11]=[C:12]([C:35]3[O:43][C:39]([C:40]([NH2:42])=[O:41])=[N:38][N:37]=3)[S:13][C:14]=2[C:15]2[C:24]3[C:19](=[CH:20][CH:21]=[CH:22][CH:23]=3)[C:18]([S:25](=[O:33])(=[O:34])[NH:26][C@@H:27]([CH3:32])[C:28]([F:30])([F:29])[F:31])=[CH:17][CH:16]=2)=[O:9])[CH2:6][CH2:7]1, predict the reactants needed to synthesize it. The reactants are: [CH3:1][CH:2]1[CH2:7][CH2:6][N:5]([C:8]([C:10]2[N:11]=[C:12]([C:35]([NH:37][NH:38][C:39](=[O:43])[C:40]([NH2:42])=[O:41])=O)[S:13][C:14]=2[C:15]2[C:24]3[C:19](=[CH:20][CH:21]=[CH:22][CH:23]=3)[C:18]([S:25](=[O:34])(=[O:33])[NH:26][C@@H:27]([CH3:32])[C:28]([F:31])([F:30])[F:29])=[CH:17][CH:16]=2)=[O:9])[CH2:4][CH2:3]1.CC1C=CC(S(Cl)(=O)=O)=CC=1.O. (3) Given the product [Cl:31][C:30]1[C:25]([CH2:24][NH:23][C:2]([N:9]2[CH2:12][CH2:11][CH2:10]2)=[O:3])=[N:26][CH:27]=[CH:28][N:29]=1, predict the reactants needed to synthesize it. The reactants are: Cl[C:2](OC(Cl)(Cl)Cl)=[O:3].[NH:9]1[CH2:12][CH2:11][CH2:10]1.C(N(CC)C(C)C)(C)C.Cl.[NH2:23][CH2:24][C:25]1[C:30]([Cl:31])=[N:29][CH:28]=[CH:27][N:26]=1.C(N(CC)CC)C. (4) The reactants are: [Cl:1][C:2]1[CH:7]=[CH:6][CH:5]=[C:4]([CH3:8])[C:3]=1[C:9]1[NH:13][C:12](=[O:14])[N:11]([C:15]2[CH:24]=[CH:23][C:18]([C:19]([O:21]C)=O)=[C:17]([O:25][CH3:26])[CH:16]=2)[N:10]=1.[F:27][CH:28]([F:36])[C:29]1[CH:30]=[C:31]([CH:33]=[CH:34][CH:35]=1)[NH2:32].C[Al](C)C. Given the product [Cl:1][C:2]1[CH:7]=[CH:6][CH:5]=[C:4]([CH3:8])[C:3]=1[C:9]1[NH:13][C:12](=[O:14])[N:11]([C:15]2[CH:24]=[CH:23][C:18]([C:19]([NH:32][C:31]3[CH:33]=[CH:34][CH:35]=[C:29]([CH:28]([F:36])[F:27])[CH:30]=3)=[O:21])=[C:17]([O:25][CH3:26])[CH:16]=2)[N:10]=1, predict the reactants needed to synthesize it. (5) Given the product [Br:1][C:2]1[CH:3]=[C:4]([CH:7]=[C:8]([O:11][CH3:12])[C:9]=1[O:10][CH2:35][CH2:34][CH2:33][F:32])[CH:5]=[O:6], predict the reactants needed to synthesize it. The reactants are: [Br:1][C:2]1[CH:3]=[C:4]([CH:7]=[C:8]([O:11][CH3:12])[C:9]=1[OH:10])[CH:5]=[O:6].C1(P(C2C=CC=CC=2)C2C=CC=CC=2)C=CC=CC=1.[F:32][CH2:33][CH2:34][CH2:35]O.N(C(OCC)=O)=NC(OCC)=O. (6) Given the product [Cl:19][C:17]1[CH:16]=[CH:15][C:14]([O:20][CH2:21][CH:22]2[CH2:23][CH2:24][CH2:25][CH2:26]2)=[C:13]([CH:18]=1)[CH2:12][N:8]1[C:9]([CH3:11])=[CH:10][C:6]([C:4]([OH:5])=[O:3])=[N:7]1, predict the reactants needed to synthesize it. The reactants are: C([O:3][C:4]([C:6]1[CH:10]=[C:9]([CH3:11])[N:8]([CH2:12][C:13]2[CH:18]=[C:17]([Cl:19])[CH:16]=[CH:15][C:14]=2[O:20][CH2:21][CH:22]2[CH2:26][CH2:25][CH2:24][CH2:23]2)[N:7]=1)=[O:5])C.[OH-].[Na+]. (7) Given the product [N:1]1[CH:6]=[CH:5][CH:4]=[CH:3][C:2]=1[C:7]1[CH:8]=[CH:9][C:10]2[C:11]3[NH:25][N:24]=[CH:23][C:12]=3[C:13](=[O:22])[N:14]([CH2:17][C:18]([F:20])([F:19])[F:21])[C:15]=2[CH:16]=1, predict the reactants needed to synthesize it. The reactants are: [N:1]1[CH:6]=[CH:5][CH:4]=[CH:3][C:2]=1[C:7]1[CH:8]=[CH:9][C:10]2[C:11]3[N:25](C4CCCCO4)[NH:24][CH2:23][C:12]=3[C:13](=[O:22])[N:14]([CH2:17][C:18]([F:21])([F:20])[F:19])[C:15]=2[CH:16]=1.N1C=CC=CC=1C1C=CC2C3C(=CN(C4CCCCO4)N=3)C(=O)N(CC(F)(F)F)C=2C=1.Cl.O1CCOCC1. (8) Given the product [CH:15]([C:14]1[CH:17]=[CH:18][C:11]([S:6][CH2:5][C:4]([O:3][CH2:1][CH3:2])=[O:7])=[C:12]([N+:19]([O-:21])=[O:20])[CH:13]=1)=[O:16], predict the reactants needed to synthesize it. The reactants are: [CH2:1]([O:3][C:4](=[O:7])[CH2:5][SH:6])[CH3:2].[H-].[Na+].F[C:11]1[CH:18]=[CH:17][C:14]([CH:15]=[O:16])=[CH:13][C:12]=1[N+:19]([O-:21])=[O:20]. (9) Given the product [F:21][C:22]([F:33])([F:32])[C:23]([N:9]1[CH2:8][CH2:7][C:6]2[C:11](=[CH:12][CH:13]=[C:4]([O:3][CH3:2])[CH:5]=2)[CH2:10]1)=[O:24], predict the reactants needed to synthesize it. The reactants are: Cl.[CH3:2][O:3][C:4]1[CH:5]=[C:6]2[C:11](=[CH:12][CH:13]=1)[CH2:10][NH:9][CH2:8][CH2:7]2.C(N(CC)CC)C.[F:21][C:22]([F:33])([F:32])[C:23](O[C:23](=[O:24])[C:22]([F:33])([F:32])[F:21])=[O:24].